From a dataset of Catalyst prediction with 721,799 reactions and 888 catalyst types from USPTO. Predict which catalyst facilitates the given reaction. (1) Reactant: [C:1]([Br:5])(Br)(Br)[Br:2].C1C=CC(P(C2C=CC=CC=2)C2C=CC=CC=2)=CC=1.[C:25]([O:29][C:30]([N:32]1[CH2:37][CH2:36][CH2:35][CH:34]([CH:38]=O)[CH2:33]1)=[O:31])([CH3:28])([CH3:27])[CH3:26]. Product: [C:25]([O:29][C:30]([N:32]1[CH2:37][CH2:36][CH2:35][CH:34]([CH:38]=[C:1]([Br:5])[Br:2])[CH2:33]1)=[O:31])([CH3:28])([CH3:26])[CH3:27]. The catalyst class is: 2. (2) Reactant: [C:1]([O:7][CH2:8][C:9]([F:15])([F:14])[S:10]([O-:13])(=[O:12])=[O:11])(=[O:6])[CH2:2][CH2:3][CH2:4][CH3:5].[Na+].[Cl-].[C:18]1([S+:24]([C:31]2[CH:36]=[CH:35][CH:34]=[CH:33][CH:32]=2)[C:25]2[CH:30]=[CH:29][CH:28]=[CH:27][CH:26]=2)[CH:23]=[CH:22][CH:21]=[CH:20][CH:19]=1. Product: [C:1]([O:7][CH2:8][C:9]([F:15])([F:14])[S:10]([O-:13])(=[O:11])=[O:12])(=[O:6])[CH2:2][CH2:3][CH2:4][CH3:5].[C:31]1([S+:24]([C:18]2[CH:19]=[CH:20][CH:21]=[CH:22][CH:23]=2)[C:25]2[CH:30]=[CH:29][CH:28]=[CH:27][CH:26]=2)[CH:32]=[CH:33][CH:34]=[CH:35][CH:36]=1. The catalyst class is: 6. (3) Reactant: ClC(Cl)(Cl)[C:3]([C:5]1[N:14]2[C:8]([CH2:9][N:10]([C:19]([C:21]3[CH:26]=[CH:25][C:24]([C:27]4[CH:32]=[CH:31][CH:30]=[CH:29][C:28]=4[O:33][CH3:34])=[CH:23][CH:22]=3)=[O:20])[C:11]3[CH:18]=[CH:17][CH:16]=[CH:15][C:12]=3[CH2:13]2)=[CH:7][CH:6]=1)=[O:4].[CH2:37]([N:44]1[CH2:49][CH2:48][O:47][CH:46](NC)[CH2:45]1)[C:38]1[CH:43]=[CH:42][CH:41]=[CH:40][CH:39]=1.CS(C)=O.[CH2:56]([N:58](CC)CC)C. Product: [CH2:37]([N:44]1[CH2:49][CH2:48][O:47][CH:46]([CH2:56][NH:58][C:3]([C:5]2[N:14]3[C:8]([CH2:9][N:10]([C:19]([C:21]4[CH:22]=[CH:23][C:24]([C:27]5[CH:32]=[CH:31][CH:30]=[CH:29][C:28]=5[O:33][CH3:34])=[CH:25][CH:26]=4)=[O:20])[C:11]4[CH:18]=[CH:17][CH:16]=[CH:15][C:12]=4[CH2:13]3)=[CH:7][CH:6]=2)=[O:4])[CH2:45]1)[C:38]1[CH:39]=[CH:40][CH:41]=[CH:42][CH:43]=1. The catalyst class is: 10. (4) Reactant: [F:1][C:2]1[CH:7]=[C:6]([F:8])[CH:5]=[CH:4][C:3]=1[CH:9](O)[CH2:10][N:11]1[CH2:14][CH:13]([CH2:15][S:16]([C:19]2[CH:24]=[CH:23][C:22]([F:25])=[CH:21][CH:20]=2)(=[O:18])=[O:17])[CH2:12]1.C(N(S(F)(F)[F:33])CC)C. Product: [F:1][C:2]1[CH:7]=[C:6]([F:8])[CH:5]=[CH:4][C:3]=1[CH:9]([F:33])[CH2:10][N:11]1[CH2:14][CH:13]([CH2:15][S:16]([C:19]2[CH:24]=[CH:23][C:22]([F:25])=[CH:21][CH:20]=2)(=[O:18])=[O:17])[CH2:12]1. The catalyst class is: 4. (5) Reactant: C1CCC(N=C=NC2CCCCC2)CC1.[CH3:16][C:17]1[O:21][N:20]=[C:19]([C:22]2[CH:23]=[C:24]3[C:28](=[CH:29][CH:30]=2)[C:27](=[O:31])[N:26]([CH2:32][C:33]([OH:35])=O)[CH2:25]3)[N:18]=1.ON1C2C=CC=CC=2N=N1.[CH2:46]([O:48][C:49](=[O:57])[CH2:50][N:51]1[CH2:56][CH2:55][NH:54][CH2:53][CH2:52]1)[CH3:47]. Product: [CH2:46]([O:48][C:49](=[O:57])[CH2:50][N:51]1[CH2:56][CH2:55][N:54]([C:33](=[O:35])[CH2:32][N:26]2[CH2:25][C:24]3[C:28](=[CH:29][CH:30]=[C:22]([C:19]4[N:18]=[C:17]([CH3:16])[O:21][N:20]=4)[CH:23]=3)[C:27]2=[O:31])[CH2:53][CH2:52]1)[CH3:47]. The catalyst class is: 3. (6) Product: [F:1][C:2]1[C:11]([CH2:12][C:13]2[N:17]3[N:18]=[C:19](/[C:22](=[N:26]/[NH:27][C:28]([NH2:30])=[O:29])/[CH3:23])[CH:20]=[CH:21][C:16]3=[N:15][N:14]=2)=[C:10]([F:25])[CH:9]=[C:8]2[C:3]=1[CH:4]=[CH:5][CH:6]=[N:7]2. Reactant: [F:1][C:2]1[C:11]([CH2:12][C:13]2[N:17]3[N:18]=[C:19]([C:22](=O)[CH3:23])[CH:20]=[CH:21][C:16]3=[N:15][N:14]=2)=[C:10]([F:25])[CH:9]=[C:8]2[C:3]=1[CH:4]=[CH:5][CH:6]=[N:7]2.[NH2:26][NH:27][C:28]([NH2:30])=[O:29].C(=O)(O)[O-].[Na+]. The catalyst class is: 5.